Dataset: NCI-60 drug combinations with 297,098 pairs across 59 cell lines. Task: Regression. Given two drug SMILES strings and cell line genomic features, predict the synergy score measuring deviation from expected non-interaction effect. (1) Drug 1: CC1OCC2C(O1)C(C(C(O2)OC3C4COC(=O)C4C(C5=CC6=C(C=C35)OCO6)C7=CC(=C(C(=C7)OC)O)OC)O)O. Drug 2: C1=NNC2=C1C(=O)NC=N2. Cell line: 786-0. Synergy scores: CSS=19.4, Synergy_ZIP=-9.58, Synergy_Bliss=-4.62, Synergy_Loewe=-33.1, Synergy_HSA=-3.86. (2) Drug 1: CC1=CC2C(CCC3(C2CCC3(C(=O)C)OC(=O)C)C)C4(C1=CC(=O)CC4)C. Drug 2: CC12CCC3C(C1CCC2OP(=O)(O)O)CCC4=C3C=CC(=C4)OC(=O)N(CCCl)CCCl.[Na+]. Cell line: COLO 205. Synergy scores: CSS=1.52, Synergy_ZIP=0.690, Synergy_Bliss=2.40, Synergy_Loewe=0.673, Synergy_HSA=0.722.